From a dataset of Reaction yield outcomes from USPTO patents with 853,638 reactions. Predict the reaction yield, written as a fraction of the theoretical maximum amount of product (1.0 means a 100% yield; for example, 0.34 means a 34% yield). (1) The reactants are [NH2:1][C:2]1[N:7]=[CH:6][N:5]=[C:4]([N:8]2[C:12]3[CH:13]=[C:14]([C:17]#[C:18][C:19]4([OH:32])[CH2:22][CH:21]([C:23](C)(C)[O:24][SiH2]C(C)(C)C)[CH2:20]4)[CH:15]=[CH:16][C:11]=3[N:10]=[C:9]2[CH3:33])[N:3]=1.[F-].C([N+](CCCC)(CCCC)CCCC)CCC. The catalyst is O1CCCC1. The product is [NH2:1][C:2]1[N:7]=[CH:6][N:5]=[C:4]([N:8]2[C:12]3[CH:13]=[C:14]([C:17]#[C:18][C:19]4([OH:32])[CH2:22][CH:21]([CH2:23][OH:24])[CH2:20]4)[CH:15]=[CH:16][C:11]=3[N:10]=[C:9]2[CH3:33])[N:3]=1. The yield is 0.860. (2) The reactants are Cl[C:2]1[N:7]2[N:8]=[C:9]([C:23]3[CH:28]=[CH:27][C:26]([F:29])=[CH:25][CH:24]=3)[C:10]([C:11]3[CH:16]=[CH:15][N:14]=[C:13]([NH:17][CH:18]4[CH2:22][CH2:21][CH2:20][CH2:19]4)[N:12]=3)=[C:6]2[CH:5]=[CH:4][CH:3]=1.[N-:30]=[N+]=[N-].[Na+].CCOCC. The catalyst is CN(C)C=O. The product is [CH:18]1([NH:17][C:13]2[N:12]=[C:11]([C:10]3[C:9]([C:23]4[CH:24]=[CH:25][C:26]([F:29])=[CH:27][CH:28]=4)=[N:8][N:7]4[C:2]([NH2:30])=[CH:3][CH:4]=[CH:5][C:6]=34)[CH:16]=[CH:15][N:14]=2)[CH2:19][CH2:20][CH2:21][CH2:22]1. The yield is 0.600. (3) The reactants are [CH2:1]([O:3][C:4]1([C:7]2[CH:12]=[CH:11][C:10]([C:13]#[CH:14])=[CH:9][C:8]=2[CH:15]([CH3:17])[CH3:16])[CH2:6][CH2:5]1)[CH3:2].[CH3:18][O:19][C:20](=[O:29])[CH2:21][C:22]1[CH:27]=[CH:26][C:25](I)=[CH:24][CH:23]=1. The catalyst is C(N(CC)CC)C.[Cu]I.Cl[Pd](Cl)([P](C1C=CC=CC=1)(C1C=CC=CC=1)C1C=CC=CC=1)[P](C1C=CC=CC=1)(C1C=CC=CC=1)C1C=CC=CC=1. The product is [CH2:1]([O:3][C:4]1([C:7]2[CH:12]=[CH:11][C:10]([C:13]#[C:14][C:25]3[CH:26]=[CH:27][C:22]([CH2:21][C:20]([O:19][CH3:18])=[O:29])=[CH:23][CH:24]=3)=[CH:9][C:8]=2[CH:15]([CH3:16])[CH3:17])[CH2:6][CH2:5]1)[CH3:2]. The yield is 0.710. (4) The reactants are C(CC(=O)[C:5]([O-:7])=[O:6])C.OO.[I:11][C:12]1[CH:13]=[N:14][C:15]([O:18][CH3:19])=[N:16][CH:17]=1.S(=O)(=O)(O)O.[OH-].[Na+].[C:27]1(C)C=CC=C[CH:28]=1. The catalyst is O.O.O.O.O.O.O.S([O-])([O-])(=O)=O.[Fe+2].O.CC(O)=O. The product is [I:11][C:12]1[C:13]([C:5]([O:7][CH2:27][CH3:28])=[O:6])=[N:14][C:15]([O:18][CH3:19])=[N:16][CH:17]=1. The yield is 0.210. (5) The reactants are [Br:1][C:2]1[CH:7]=[CH:6][C:5]([S:8]([N:11]([CH2:13][C:14]2[S:15][CH:16]=[C:17]([C:19]([O:21]CC)=[O:20])[N:18]=2)[CH3:12])(=[O:10])=[O:9])=[CH:4][CH:3]=1.[OH-].[Li+]. The catalyst is O1CCOCC1. The product is [Br:1][C:2]1[CH:7]=[CH:6][C:5]([S:8]([N:11]([CH2:13][C:14]2[S:15][CH:16]=[C:17]([C:19]([OH:21])=[O:20])[N:18]=2)[CH3:12])(=[O:10])=[O:9])=[CH:4][CH:3]=1. The yield is 0.950. (6) The reactants are Cl.[C:2]1([C:8]2([CH:18]3[CH2:22][NH:21][CH2:20][CH2:19]3)[CH2:17][CH2:16][C:11]3(OCC[O:12]3)[CH2:10][CH2:9]2)[CH:7]=[CH:6][CH:5]=[CH:4][CH:3]=1.Cl. The catalyst is Cl. The product is [NH:21]1[CH2:22][CH:18]([C:8]2([C:2]3[CH:3]=[CH:4][CH:5]=[CH:6][CH:7]=3)[CH2:9][CH2:10][C:11](=[O:12])[CH2:16][CH2:17]2)[CH2:19][CH2:20]1. The yield is 0.960. (7) The reactants are [Br:1][C:2]1[CH:7]=[C:6]([F:8])[CH:5]=[C:4]([N+:9]([O-:11])=[O:10])[C:3]=1N.N([O-])=O.[Na+].C(O)C. The catalyst is S(=O)(=O)(O)O.O. The product is [Br:1][C:2]1[CH:3]=[C:4]([N+:9]([O-:11])=[O:10])[CH:5]=[C:6]([F:8])[CH:7]=1. The yield is 0.970. (8) The catalyst is CO. The yield is 0.730. The product is [CH3:16][O:14][C:5]1[C:4]([CH2:1][CH:2]=[CH2:3])([CH3:15])[C:13]2[C:8]([CH2:7][CH:6]=1)=[CH:9][CH:10]=[CH:11][CH:12]=2. The reactants are [CH2:1]([C:4]1([CH3:15])[C:13]2[C:8](=[CH:9][CH:10]=[CH:11][CH:12]=2)[CH2:7][CH2:6][C:5]1=[O:14])[CH:2]=[CH2:3].[CH3:16]OC(OC)OC.O.C1(C)C=CC(S(O)(=O)=O)=CC=1. (9) The reactants are C[O:2][C:3](=O)[CH2:4][C:5]([NH:7][C:8]1[CH:13]=[CH:12][C:11]([S:14][CH2:15][C:16]2[CH:21]=[CH:20][CH:19]=[C:18]([F:22])[CH:17]=2)=[CH:10][CH:9]=1)=[O:6].[OH-].[NH4+:25]. No catalyst specified. The product is [F:22][C:18]1[CH:17]=[C:16]([CH:21]=[CH:20][CH:19]=1)[CH2:15][S:14][C:11]1[CH:12]=[CH:13][C:8]([NH:7][C:5](=[O:6])[CH2:4][C:3]([NH2:25])=[O:2])=[CH:9][CH:10]=1. The yield is 0.470. (10) The reactants are Br[C:2]1[CH:7]=[CH:6][C:5]([Br:8])=[CH:4][N:3]=1.[CH3:9][S-:10].[Na+].O. The catalyst is CN(C)C=O. The product is [Br:8][C:5]1[CH:6]=[CH:7][C:2]([S:10][CH3:9])=[N:3][CH:4]=1. The yield is 0.800.